Dataset: Full USPTO retrosynthesis dataset with 1.9M reactions from patents (1976-2016). Task: Predict the reactants needed to synthesize the given product. Given the product [OH:36][CH:29]([C:30]1[CH:31]=[CH:32][CH:33]=[CH:34][CH:35]=1)[C:26]1[CH:27]=[CH:28][C:23]([C:16]2[N:15]=[C:14]([CH:11]3[CH2:10][CH2:9][NH:8][CH2:13][CH2:12]3)[CH:19]=[CH:18][C:17]=2[C:20]([NH2:21])=[O:22])=[CH:24][CH:25]=1, predict the reactants needed to synthesize it. The reactants are: C(OC([N:8]1[CH2:13][CH2:12][CH:11]([C:14]2[CH:19]=[CH:18][C:17]([C:20](=[O:22])[NH2:21])=[C:16]([C:23]3[CH:28]=[CH:27][C:26]([CH:29]([OH:36])[C:30]4[CH:35]=[CH:34][CH:33]=[CH:32][CH:31]=4)=[CH:25][CH:24]=3)[N:15]=2)[CH2:10][CH2:9]1)=O)(C)(C)C.C(O)(C(F)(F)F)=O.